Regression/Classification. Given a drug SMILES string, predict its absorption, distribution, metabolism, or excretion properties. Task type varies by dataset: regression for continuous measurements (e.g., permeability, clearance, half-life) or binary classification for categorical outcomes (e.g., BBB penetration, CYP inhibition). Dataset: cyp2c19_veith. From a dataset of CYP2C19 inhibition data for predicting drug metabolism from PubChem BioAssay. (1) The drug is COc1ccc(/C=C/c2ccncc2)cc1. The result is 1 (inhibitor). (2) The compound is CN(C)Cc1ccccc1-c1nccc(NCc2cccs2)n1. The result is 0 (non-inhibitor). (3) The molecule is Cc1ccc(-c2csc3ncnc(NCCN4CCOCC4)c23)cc1. The result is 1 (inhibitor).